This data is from Full USPTO retrosynthesis dataset with 1.9M reactions from patents (1976-2016). The task is: Predict the reactants needed to synthesize the given product. (1) Given the product [Cl:28][C:16]1[C:15]([CH2:14][O:9][CH2:8][CH:6]2[CH2:5][O:4][C:3]([CH2:2][Cl:1])([CH3:10])[O:7]2)=[C:23]([S:24]([CH3:27])(=[O:26])=[O:25])[CH:22]=[CH:21][C:17]=1[C:18]([OH:20])=[O:19], predict the reactants needed to synthesize it. The reactants are: [Cl:1][CH2:2][C:3]1([CH3:10])[O:7][CH:6]([CH2:8][OH:9])[CH2:5][O:4]1.[H-].[Na+].Br[CH2:14][C:15]1[C:16]([Cl:28])=[C:17]([CH:21]=[CH:22][C:23]=1[S:24]([CH3:27])(=[O:26])=[O:25])[C:18]([OH:20])=[O:19].OS([O-])(=O)=O.[K+]. (2) The reactants are: [Br:1][C:2]1[CH:7]=[CH:6][C:5](I)=[CH:4][CH:3]=1.[CH2:9]([CH:16]1[CH2:21][CH2:20][NH:19][CH2:18][CH2:17]1)[C:10]1[CH:15]=[CH:14][CH:13]=[CH:12][CH:11]=1.C1(C2C3C(=CC=CC=3)C=CC=2)C2C(=CC=CC=2)C=CC=1. Given the product [CH2:9]([CH:16]1[CH2:21][CH2:20][N:19]([C:5]2[CH:6]=[CH:7][C:2]([Br:1])=[CH:3][CH:4]=2)[CH2:18][CH2:17]1)[C:10]1[CH:15]=[CH:14][CH:13]=[CH:12][CH:11]=1, predict the reactants needed to synthesize it. (3) Given the product [Cl:34][C:12]1[C:11]2[C:16](=[CH:17][C:8]([O:7][CH2:6][CH:5]([O:4][C:1](=[O:3])[CH3:2])[CH2:21][N:22]3[CH2:26][CH2:25][CH2:24][CH2:23]3)=[C:9]([O:19][CH3:20])[CH:10]=2)[N:15]=[CH:14][N:13]=1, predict the reactants needed to synthesize it. The reactants are: [C:1]([O:4][CH:5]([CH2:21][N:22]1[CH2:26][CH2:25][CH2:24][CH2:23]1)[CH2:6][O:7][C:8]1[CH:17]=[C:16]2[C:11]([C:12](=O)[NH:13][CH:14]=[N:15]2)=[CH:10][C:9]=1[O:19][CH3:20])(=[O:3])[CH3:2].CN(C=O)C.S(Cl)([Cl:34])=O. (4) Given the product [CH3:43][O:42][C:39]1[CH:40]=[C:41]2[C:36](=[CH:37][CH:38]=1)[NH:35][C:34]([C:53]([NH2:61])=[O:55])=[C:33]2[S:30]([N:7]1[CH2:6][CH2:20][O:22][CH2:23][CH2:24]1)(=[O:31])=[O:32], predict the reactants needed to synthesize it. The reactants are: ClC1C=C2C(=CC=1)[N:7](S(C1C=CC=CC=1)(=O)=O)[C:6]([C:20]([O:22][CH2:23][CH3:24])=O)=C2S(Cl)(=O)=O.Cl[S:30]([C:33]1[C:41]2[C:36](=[CH:37][CH:38]=[C:39]([O:42][CH3:43])[CH:40]=2)[N:35](S(C2C=CC=CC=2)(=O)=O)[C:34]=1[C:53]([O:55]CC)=O)(=[O:32])=[O:31].Cl.CN.[NH:61]1CCOCC1. (5) The reactants are: [CH2:1]1[C:9]2[C:4](=[CH:5][C:6]([NH:10][C:11]3[CH:16]=[CH:15][C:14]([CH3:17])=[CH:13][CH:12]=3)=[CH:7][CH:8]=2)[CH2:3][CH2:2]1.I[C:19]1[CH:24]=[CH:23][C:22]([C:25]2[CH:30]=[CH:29][C:28]([C:31]3[CH:36]=[CH:35][C:34](I)=[CH:33][CH:32]=3)=[CH:27][CH:26]=2)=[CH:21][CH:20]=1.C(=O)([O-])[O-].[K+].[K+]. Given the product [CH2:1]1[C:9]2[C:4](=[CH:5][C:6]([N:10]([C:11]3[CH:12]=[CH:13][C:14]([CH3:17])=[CH:15][CH:16]=3)[C:19]3[CH:24]=[CH:23][C:22]([C:25]4[CH:30]=[CH:29][C:28]([C:31]5[CH:36]=[CH:35][C:34]([N:10]([C:6]6[CH:5]=[C:4]7[C:9](=[CH:8][CH:7]=6)[CH2:1][CH2:2][CH2:3]7)[C:11]6[CH:12]=[CH:13][C:14]([CH3:17])=[CH:15][CH:16]=6)=[CH:33][CH:32]=5)=[CH:27][CH:26]=4)=[CH:21][CH:20]=3)=[CH:7][CH:8]=2)[CH2:3][CH2:2]1, predict the reactants needed to synthesize it. (6) Given the product [NH2:29][C:25]1[N:24]=[CH:23][N:22]=[C:21]2[C:26]=1[N:27]=[CH:28][N:20]2[C@H:12]1[C@@H:13]2[O:17][C:16]([CH3:19])([CH3:18])[O:15][C@@H:14]2[C@@H:10]([CH2:9][N:8]([CH2:1][C:2]2[CH:3]=[CH:4][CH:5]=[CH:6][CH:7]=2)[CH2:31][CH2:32][CH2:33][CH2:34][C:35]([O:37][CH3:38])=[O:36])[O:11]1, predict the reactants needed to synthesize it. The reactants are: [CH2:1]([NH:8][CH2:9][C@@H:10]1[C@H:14]2[O:15][C:16]([CH3:19])([CH3:18])[O:17][C@H:13]2[C@H:12]([N:20]2[CH:28]=[N:27][C:26]3[C:21]2=[N:22][CH:23]=[N:24][C:25]=3[NH2:29])[O:11]1)[C:2]1[CH:7]=[CH:6][CH:5]=[CH:4][CH:3]=1.O=[CH:31][CH2:32][CH2:33][CH2:34][C:35]([O:37][CH3:38])=[O:36].[BH-](OC(C)=O)(OC(C)=O)OC(C)=O.[Na+]. (7) Given the product [Cl:12][C:10]1[CH:11]=[C:2]([NH:1][CH2:36][C:34]2[CH:33]=[CH:32][CH:31]=[C:30]([N:24]3[CH2:25][CH2:26][O:27][CH2:28][CH2:29]3)[N:35]=2)[CH:3]=[C:4]2[C:9]=1[N:8]=[CH:7][C:6]([C:13]#[N:14])=[C:5]2[NH:15][C:16]1[CH:21]=[CH:20][C:19]([F:22])=[C:18]([Cl:23])[CH:17]=1, predict the reactants needed to synthesize it. The reactants are: [NH2:1][C:2]1[CH:3]=[C:4]2[C:9](=[C:10]([Cl:12])[CH:11]=1)[N:8]=[CH:7][C:6]([C:13]#[N:14])=[C:5]2[NH:15][C:16]1[CH:21]=[CH:20][C:19]([F:22])=[C:18]([Cl:23])[CH:17]=1.[N:24]1([C:30]2[N:35]=[C:34]([CH:36]=O)[CH:33]=[CH:32][CH:31]=2)[CH2:29][CH2:28][O:27][CH2:26][CH2:25]1.[BH3-]C#N.[Na+]. (8) The reactants are: [CH3:1][C:2]([CH3:21])([CH3:20])[CH2:3][N:4]([CH2:17][CH2:18][OH:19])[C:5]1[CH:12]=[CH:11][C:8]([C:9]#[N:10])=[C:7]([C:13]([F:16])([F:15])[F:14])[CH:6]=1.[C:22]1(O)[CH:27]=[CH:26][CH:25]=[CH:24][CH:23]=1. Given the product [CH3:1][C:2]([CH3:21])([CH3:20])[CH2:3][N:4]([CH2:17][CH2:18][O:19][C:22]1[CH:27]=[CH:26][CH:25]=[CH:24][CH:23]=1)[C:5]1[CH:12]=[CH:11][C:8]([C:9]#[N:10])=[C:7]([C:13]([F:14])([F:15])[F:16])[CH:6]=1, predict the reactants needed to synthesize it. (9) The reactants are: [Cl:1][C:2]1[C:14]([O:15][CH3:16])=[C:13]([Cl:17])[C:12]([F:18])=[CH:11][C:3]=1[C:4]([CH2:6][C:7]([O:9][CH3:10])=[O:8])=[O:5].[CH:19](OCC)(OCC)OCC.C(OC(=O)C)(=O)C.[CH:36]1([NH2:39])[CH2:38][CH2:37]1. Given the product [Cl:1][C:2]1[C:14]([O:15][CH3:16])=[C:13]([Cl:17])[C:12]([F:18])=[CH:11][C:3]=1[C:4]([C:6](=[CH:19][NH:39][CH:36]1[CH2:38][CH2:37]1)[C:7]([O:9][CH3:10])=[O:8])=[O:5], predict the reactants needed to synthesize it.